This data is from HIV replication inhibition screening data with 41,000+ compounds from the AIDS Antiviral Screen. The task is: Binary Classification. Given a drug SMILES string, predict its activity (active/inactive) in a high-throughput screening assay against a specified biological target. (1) The compound is COc1ccc(-c2cc(-c3ccco3)c(C#N)c(O)n2)cc1. The result is 0 (inactive). (2) The compound is Cl.NNc1[nH]c(=S)[nH]c1C(N)=O. The result is 0 (inactive). (3) The result is 0 (inactive). The drug is CC(=O)Nc1ccc(C=C2SC(=S)N(C=C3C(=O)N(c4ccccc4)N=C3C)C2=O)cc1. (4) The compound is O=C(C=Cc1ccc(OCc2cccc(Cl)c2)cc1)NO. The result is 0 (inactive).